Predict hERG channel inhibition at various concentrations. From a dataset of hERG Central: cardiac toxicity at 1µM, 10µM, and general inhibition. (1) The molecule is CC1CCCN(CCC(=O)c2ccc(Br)cc2)C1.Cl. Results: hERG_inhib (hERG inhibition (general)): blocker. (2) The molecule is CC1CCN(S(=O)(=O)c2ccc3c(c2)N(CC(=O)NCCN2C(C)CCCC2C)C(=O)CS3)CC1. Results: hERG_inhib (hERG inhibition (general)): blocker.